From a dataset of Full USPTO retrosynthesis dataset with 1.9M reactions from patents (1976-2016). Predict the reactants needed to synthesize the given product. (1) Given the product [OH:5][CH2:4][C:3]([N:7]1[CH:11]=[C:10]([C:12]2[C:24]3[C:23]4[C:18](=[CH:19][CH:20]=[CH:21][CH:22]=4)[C@:17]([OH:29])([C:25]([F:28])([F:26])[F:27])[C:16]=3[CH:15]=[C:14]([CH3:30])[CH:13]=2)[CH:9]=[N:8]1)([CH2:31][OH:32])[CH2:2][OH:1], predict the reactants needed to synthesize it. The reactants are: [OH:1][CH2:2][C:3]([CH2:31][OH:32])([N:7]1[CH:11]=[C:10]([C:12]2[C:24]3[C:23]4[C:18](=[CH:19][CH:20]=[CH:21][CH:22]=4)[C@:17]([OH:29])([C:25]([F:28])([F:27])[F:26])[C:16]=3[CH:15]=[C:14]([CH3:30])[CH:13]=2)[CH:9]=[N:8]1)[C:4](O)=[O:5].C(O)C.O.C(=O)([O-])O.[Na+]. (2) Given the product [Br:1][C:2]1[C:3]([C:7]([F:14])([F:13])[CH2:8][C:9]([F:10])([F:11])[F:12])=[N:4][N:5]([CH2:15][OH:16])[CH:6]=1, predict the reactants needed to synthesize it. The reactants are: [Br:1][C:2]1[C:3]([C:7]([F:14])([F:13])[CH2:8][C:9]([F:12])([F:11])[F:10])=[N:4][NH:5][CH:6]=1.[CH2:15]=[O:16].